From a dataset of Forward reaction prediction with 1.9M reactions from USPTO patents (1976-2016). Predict the product of the given reaction. (1) Given the reactants O[C:2]1([C:22]2[C:23]([OH:31])=[CH:24][C:25]3[O:29][CH2:28][CH2:27][C:26]=3[CH:30]=2)[C:10]2[CH:9]=[C:8]3[O:11][CH2:12][CH2:13][O:14][C:7]3=[CH:6][C:5]=2[N:4]([CH2:15][C@H:16]2[CH2:20][CH2:19][CH2:18][O:17]2)[C:3]1=[O:21].C1(C(C2C=CC=CC=2)N2C3C(=CC=CC=3)C(O)(C3C=CC(OC)=CC=3O)C2=O)C=CC=CC=1, predict the reaction product. The product is: [OH:31][C:23]1[C:22]([CH:2]2[C:10]3[CH:9]=[C:8]4[O:11][CH2:12][CH2:13][O:14][C:7]4=[CH:6][C:5]=3[N:4]([CH2:15][C@H:16]3[CH2:20][CH2:19][CH2:18][O:17]3)[C:3]2=[O:21])=[CH:30][C:26]2[CH2:27][CH2:28][O:29][C:25]=2[CH:24]=1. (2) Given the reactants [O:1]1[CH2:3][CH:2]1[C:4]1[CH:11]=[CH:10][C:7]([C:8]#[N:9])=[CH:6][CH:5]=1.[CH3:12][NH2:13], predict the reaction product. The product is: [OH:1][CH:2]([C:4]1[CH:11]=[CH:10][C:7]([C:8]#[N:9])=[CH:6][CH:5]=1)[CH2:3][NH:13][CH3:12].